From a dataset of Full USPTO retrosynthesis dataset with 1.9M reactions from patents (1976-2016). Predict the reactants needed to synthesize the given product. (1) Given the product [CH3:14][C@H:9]1[O:10][C@@H:11]([CH3:13])[CH2:12][N:7]([C:5]2[S:6][C:2]([C:22]3[CH:21]=[C:20]([CH3:27])[N:19]=[C:18]([CH3:17])[CH:23]=3)=[C:3]([C:15]#[N:16])[N:4]=2)[CH2:8]1, predict the reactants needed to synthesize it. The reactants are: Br[C:2]1[S:6][C:5]([N:7]2[CH2:12][C@H:11]([CH3:13])[O:10][C@H:9]([CH3:14])[CH2:8]2)=[N:4][C:3]=1[C:15]#[N:16].[CH3:17][C:18]1[CH:23]=[C:22](B(O)O)[CH:21]=[C:20]([CH3:27])[N:19]=1.O1CCOCC1.C(=O)([O-])[O-].[Na+].[Na+]. (2) Given the product [CH3:40][N:4]([CH2:3][CH:2]1[CH2:41][O:42][C:52](=[O:53])[O:1]1)[C:5]([C:7]1[N:16]2[C:10]([CH2:11][N:12]([C:21]([C:23]3[CH:28]=[CH:27][C:26]([C:29]4[CH:34]=[CH:33][CH:32]=[CH:31][C:30]=4[C:35]([F:37])([F:38])[F:36])=[C:25]([CH3:39])[CH:24]=3)=[O:22])[C:13]3[CH:20]=[CH:19][CH:18]=[CH:17][C:14]=3[CH2:15]2)=[CH:9][CH:8]=1)=[O:6], predict the reactants needed to synthesize it. The reactants are: [OH:1][CH:2]([CH2:41][OH:42])[CH2:3][N:4]([CH3:40])[C:5]([C:7]1[N:16]2[C:10]([CH2:11][N:12]([C:21]([C:23]3[CH:28]=[CH:27][C:26]([C:29]4[CH:34]=[CH:33][CH:32]=[CH:31][C:30]=4[C:35]([F:38])([F:37])[F:36])=[C:25]([CH3:39])[CH:24]=3)=[O:22])[C:13]3[CH:20]=[CH:19][CH:18]=[CH:17][C:14]=3[CH2:15]2)=[CH:9][CH:8]=1)=[O:6].C(N(CC)C(C)C)(C)C.[C:52](N1C=CN=C1)(N1C=CN=C1)=[O:53]. (3) Given the product [Br:1][C:2]1[CH:17]=[CH:16][C:5]2[N:6]=[C:7]([O:9][CH:10]3[CH2:11][CH2:12][N:13]([C:19]4[N:24]=[CH:23][C:22]([F:25])=[CH:21][N:20]=4)[CH2:14][CH2:15]3)[S:8][C:4]=2[CH:3]=1, predict the reactants needed to synthesize it. The reactants are: [Br:1][C:2]1[CH:17]=[CH:16][C:5]2[N:6]=[C:7]([O:9][CH:10]3[CH2:15][CH2:14][NH:13][CH2:12][CH2:11]3)[S:8][C:4]=2[CH:3]=1.Cl[C:19]1[N:24]=[CH:23][C:22]([F:25])=[CH:21][N:20]=1.C(=O)([O-])[O-].[K+].[K+]. (4) Given the product [CH2:11]([CH:10]([CH2:13][CH3:14])[C:9]([NH:8][C:5]1[CH:6]=[CH:7][C:2]([N:25]2[CH2:24][CH2:23][N:22]([CH:21]([C:20](=[O:34])[NH:19][CH2:17][CH3:18])[C:28]3[CH:33]=[CH:32][CH:31]=[CH:30][CH:29]=3)[CH2:27][CH2:26]2)=[CH:3][C:4]=1[F:16])=[O:15])[CH3:12], predict the reactants needed to synthesize it. The reactants are: Br[C:2]1[CH:7]=[CH:6][C:5]([NH:8][C:9](=[O:15])[CH:10]([CH2:13][CH3:14])[CH2:11][CH3:12])=[C:4]([F:16])[CH:3]=1.[CH2:17]([NH:19][C:20](=[O:34])[CH:21]([C:28]1[CH:33]=[CH:32][CH:31]=[CH:30][CH:29]=1)[N:22]1[CH2:27][CH2:26][NH:25][CH2:24][CH2:23]1)[CH3:18].C1(P(C2CCCCC2)C2C=CC=CC=2C2C=CC=CC=2)CCCCC1.CC(C)([O-])C.[Na+]. (5) Given the product [CH2:17]([C@@H:12]1[CH2:11][CH2:10][C:9]2[CH:8]=[C:7]([C@H:4]3[CH2:5][CH2:6][C@:2]([NH:1][C:25](=[O:26])[O:27][C:28]([CH3:31])([CH3:30])[CH3:29])([CH2:23][OH:24])[CH2:3]3)[CH:16]=[CH:15][C:14]=2[CH2:13]1)[CH2:18][CH2:19][CH2:20][CH2:21][CH3:22], predict the reactants needed to synthesize it. The reactants are: [NH2:1][C@:2]1([CH2:23][OH:24])[CH2:6][CH2:5][C@H:4]([C:7]2[CH:16]=[CH:15][C:14]3[CH2:13][C@H:12]([CH2:17][CH2:18][CH2:19][CH2:20][CH2:21][CH3:22])[CH2:11][CH2:10][C:9]=3[CH:8]=2)[CH2:3]1.[C:25](O[C:25]([O:27][C:28]([CH3:31])([CH3:30])[CH3:29])=[O:26])([O:27][C:28]([CH3:31])([CH3:30])[CH3:29])=[O:26]. (6) Given the product [F:1][C:2]1[CH:7]=[C:6]([CH:5]=[CH:4][C:3]=1[N:11]1[CH2:12][CH2:13][N:14]([CH2:17][CH2:18][O:19][CH3:20])[CH2:15][CH2:16]1)[NH2:8], predict the reactants needed to synthesize it. The reactants are: [F:1][C:2]1[CH:7]=[C:6]([N+:8]([O-])=O)[CH:5]=[CH:4][C:3]=1[N:11]1[CH2:16][CH2:15][N:14]([CH2:17][CH2:18][O:19][CH3:20])[CH2:13][CH2:12]1.[H][H]. (7) The reactants are: [F:1][C:2]1[CH:3]=[CH:4][C:5]2[C:6]3[C:11]([CH:12]([CH3:25])[N:13]([C:16]([C:18]4[CH:19]=[C:20]([OH:24])[CH:21]=[CH:22][CH:23]=4)=[O:17])[C:14]=2[CH:15]=1)=[CH:10][CH:9]=[CH:8][CH:7]=3. Given the product [F:1][C:2]1[CH:3]=[CH:4][C:5]2[C:6]3[C:11]([C@@H:12]([CH3:25])[N:13]([C:16]([C:18]4[CH:19]=[C:20]([OH:24])[CH:21]=[CH:22][CH:23]=4)=[O:17])[C:14]=2[CH:15]=1)=[CH:10][CH:9]=[CH:8][CH:7]=3, predict the reactants needed to synthesize it. (8) Given the product [NH2:18][C:19]1[N:23]([CH3:24])[C:22](=[O:25])[C:21]([C:33]2[CH:34]=[CH:35][C:36]([F:39])=[C:37]([C:2]3[CH:3]=[N:4][CH:5]=[C:6]([CH:9]=3)[C:7]#[N:8])[CH:38]=2)([C:26]2[CH:31]=[CH:30][C:29]([OH:32])=[CH:28][CH:27]=2)[N:20]=1, predict the reactants needed to synthesize it. The reactants are: Br[C:2]1[CH:3]=[N:4][CH:5]=[C:6]([CH:9]=1)[C:7]#[N:8].C[Sn](C)(C)[Sn](C)(C)C.[NH2:18][C:19]1[N:23]([CH3:24])[C:22](=[O:25])[C:21]([C:33]2[CH:38]=[CH:37][C:36]([F:39])=[C:35](Br)[CH:34]=2)([C:26]2[CH:31]=[CH:30][C:29]([OH:32])=[CH:28][CH:27]=2)[N:20]=1. (9) Given the product [CH3:8][C:4]1[CH:5]=[N:6][CH:7]=[C:2]([B:14]([OH:19])[OH:15])[CH:3]=1, predict the reactants needed to synthesize it. The reactants are: Br[C:2]1[CH:3]=[C:4]([CH3:8])[CH:5]=[N:6][CH:7]=1.C([Li])CCC.[B:14](OC(C)C)([O:19]C(C)C)[O:15]C(C)C.